Dataset: Catalyst prediction with 721,799 reactions and 888 catalyst types from USPTO. Task: Predict which catalyst facilitates the given reaction. Reactant: [H-].[Na+].[CH3:3][O:4][C:5]1[CH:6]=[C:7]([CH2:11][C:12]#[N:13])[CH:8]=[CH:9][CH:10]=1.[Si]([O:21][CH2:22][CH2:23]Br)(C(C)(C)C)(C)C.[F-].C([N+](CC[CH2:41][CH3:42])(CCCC)CCCC)CCC.CS(C)=[O:45]. Product: [OH:45][CH2:41][CH2:42][C:11]([C:7]1[CH:8]=[CH:9][CH:10]=[C:5]([O:4][CH3:3])[CH:6]=1)([CH2:23][CH2:22][OH:21])[C:12]#[N:13]. The catalyst class is: 316.